Predict the reactants needed to synthesize the given product. From a dataset of Full USPTO retrosynthesis dataset with 1.9M reactions from patents (1976-2016). (1) Given the product [Cl:16][C:9]1[C:10]2[C:5](=[CH:4][C:3]([F:13])=[C:2]([Cl:1])[CH:11]=2)[CH:6]=[CH:7][N:8]=1, predict the reactants needed to synthesize it. The reactants are: [Cl:1][C:2]1[CH:11]=[C:10]2[C:5]([CH:6]=[CH:7][N+:8]([O-])=[CH:9]2)=[CH:4][C:3]=1[F:13].O=P(Cl)(Cl)[Cl:16]. (2) Given the product [N+:8]([C:3]1[CH:4]=[CH:5][CH:6]=[CH:7][C:2]=1[NH:22][C:21]1[CH:20]=[CH:19][C:18]([O:11][C:12]2[CH:17]=[CH:16][CH:15]=[CH:14][CH:13]=2)=[CH:24][CH:23]=1)([O-:10])=[O:9], predict the reactants needed to synthesize it. The reactants are: F[C:2]1[CH:7]=[CH:6][CH:5]=[CH:4][C:3]=1[N+:8]([O-:10])=[O:9].[O:11]([C:18]1[CH:24]=[CH:23][C:21]([NH2:22])=[CH:20][CH:19]=1)[C:12]1[CH:17]=[CH:16][CH:15]=[CH:14][CH:13]=1.C([O-])(C)(C)C.[K+]. (3) Given the product [CH3:4][C:2]([Si:5]([C:31]1[CH:36]=[CH:35][CH:34]=[CH:33][CH:32]=1)([C:25]1[CH:26]=[CH:27][CH:28]=[CH:29][CH:30]=1)[O:6][CH2:7][C@@H:8]1[CH2:14][C@@H:13]2[C@@H:11]([CH2:12]2)[CH2:10][NH:9]1)([CH3:1])[CH3:3], predict the reactants needed to synthesize it. The reactants are: [CH3:1][C:2]([Si:5]([C:31]1[CH:36]=[CH:35][CH:34]=[CH:33][CH:32]=1)([C:25]1[CH:30]=[CH:29][CH:28]=[CH:27][CH:26]=1)[O:6][CH2:7][C@@H:8]1[CH2:14][C@@H:13]2[C@@H:11]([CH2:12]2)[CH2:10][N:9]1S(C1C=CC(C)=CC=1)(=O)=O)([CH3:4])[CH3:3].[Mg].[NH4+].[Cl-].C(Cl)Cl. (4) Given the product [Cl:1][C:2]1[CH:3]=[C:4]([NH:9][C:10]2[C:11]3[C:18](=[CH:23][C:22]4[CH:25]=[CH:26][C:27]([OH:29])=[CH:28][C:21]=4[Cl:20])[C:17](=[O:19])[NH:16][C:12]=3[N:13]=[CH:14][N:15]=2)[CH:5]=[CH:6][C:7]=1[F:8], predict the reactants needed to synthesize it. The reactants are: [Cl:1][C:2]1[CH:3]=[C:4]([NH:9][C:10]2[C:11]3[CH2:18][C:17](=[O:19])[NH:16][C:12]=3[N:13]=[CH:14][N:15]=2)[CH:5]=[CH:6][C:7]=1[F:8].[Cl:20][C:21]1[CH:28]=[C:27]([OH:29])[CH:26]=[CH:25][C:22]=1[CH:23]=O. (5) The reactants are: [NH:1]([C:7]([O:9][C:10]([CH3:13])([CH3:12])[CH3:11])=[O:8])[C@H:2]([C:4](O)=O)[CH3:3].[NH2:14][C:15]1[CH:16]=[C:17]([F:22])[CH:18]=[CH:19][C:20]=1[NH2:21].C([O-])([O-])=O.[K+].[K+]. Given the product [F:22][C:17]1[CH:18]=[CH:19][C:20]2[N:21]=[C:4]([C@@H:2]([NH:1][C:7](=[O:8])[O:9][C:10]([CH3:13])([CH3:12])[CH3:11])[CH3:3])[NH:14][C:15]=2[CH:16]=1, predict the reactants needed to synthesize it. (6) Given the product [OH:1][CH2:2][C:3]1[CH:4]=[CH:5][C:6]2[O:11][CH2:10][C:9](=[O:12])[N:8]([CH2:17][CH2:18][CH2:19][CH2:20][O:21][Si:22]([CH:26]([CH3:27])[CH3:28])([CH:23]([CH3:25])[CH3:24])[CH:29]([CH3:30])[CH3:31])[C:7]=2[CH:13]=1, predict the reactants needed to synthesize it. The reactants are: [OH:1][CH2:2][C:3]1[CH:4]=[CH:5][C:6]2[O:11][CH2:10][C:9](=[O:12])[NH:8][C:7]=2[CH:13]=1.[H-].[Na+].Br[CH2:17][CH2:18][CH2:19][CH2:20][O:21][Si:22]([CH:29]([CH3:31])[CH3:30])([CH:26]([CH3:28])[CH3:27])[CH:23]([CH3:25])[CH3:24].C(=O)([O-])O.[Na+]. (7) Given the product [Cl:39][C:34]1[CH:33]=[C:32]2[C:37](=[C:36]([Cl:38])[CH:35]=1)[N:29]([C:19]1[C:20](=[O:28])[N:21]([CH:23]([CH2:26][CH3:27])[CH2:24][CH3:25])[CH:22]=[C:17]([CH2:1][CH3:2])[N:18]=1)[CH2:30][CH2:31]2, predict the reactants needed to synthesize it. The reactants are: [CH2:1](C(N1C=C(C)N=C(SC)C1=O)CC)[CH3:2].Br[C:17]1[N:18]=[C:19]([N:29]2[C:37]3[C:32](=[CH:33][C:34]([Cl:39])=[CH:35][C:36]=3[Cl:38])[CH2:31][CH2:30]2)[C:20](=[O:28])[N:21]([CH:23]([CH2:26][CH3:27])[CH2:24][CH3:25])[CH:22]=1.C([Al](CC)CC)C. (8) Given the product [CH3:1][S:2]([OH:5])(=[O:4])=[O:3].[C:6]([C:8]1[CH:9]=[CH:10][C:11]([CH2:14][CH2:15][N:16]2[CH2:17][CH2:18][C:19]([CH2:23][N:24]([CH3:34])[C:25]3[CH:26]=[CH:27][C:28]([C:29]([OH:31])=[O:30])=[CH:32][CH:33]=3)([OH:22])[CH2:20][CH2:21]2)=[CH:12][CH:13]=1)#[N:7], predict the reactants needed to synthesize it. The reactants are: [CH3:1][S:2]([OH:5])(=[O:4])=[O:3].[C:6]([C:8]1[CH:13]=[CH:12][C:11]([CH2:14][CH2:15][N:16]2[CH2:21][CH2:20][C:19]([CH2:23][N:24]([CH3:34])[C:25]3[CH:33]=[CH:32][C:28]([C:29]([OH:31])=[O:30])=[CH:27][CH:26]=3)([OH:22])[CH2:18][CH2:17]2)=[CH:10][CH:9]=1)#[N:7].